This data is from Full USPTO retrosynthesis dataset with 1.9M reactions from patents (1976-2016). The task is: Predict the reactants needed to synthesize the given product. (1) Given the product [N:1]1[CH:6]=[CH:5][CH:4]=[C:3]([CH2:7][NH:8][C:9]([NH:11][CH2:12][CH2:13][CH2:14][CH2:15][CH2:16][N:17]2[C:25]3[C:20](=[CH:21][CH:22]=[CH:23][CH:24]=3)[C:19]([C:26]([OH:28])=[O:27])=[CH:18]2)=[O:10])[CH:2]=1, predict the reactants needed to synthesize it. The reactants are: [N:1]1[CH:6]=[CH:5][CH:4]=[C:3]([CH2:7][NH:8][C:9]([NH:11][CH2:12][CH2:13][CH2:14][CH2:15][CH2:16][N:17]2[C:25]3[C:20](=[CH:21][CH:22]=[CH:23][CH:24]=3)[C:19]([C:26]([O:28]CC)=[O:27])=[CH:18]2)=[O:10])[CH:2]=1. (2) Given the product [O:15]=[C:13]1[NH:12][C:8]2=[N:9][CH:10]=[CH:11][C:6]([O:5][C:4]3[CH:3]=[C:2]([NH:1][C:26](=[O:27])[CH2:25][C:19]4[CH:24]=[CH:23][CH:22]=[CH:21][CH:20]=4)[CH:18]=[CH:17][CH:16]=3)=[C:7]2[NH:14]1, predict the reactants needed to synthesize it. The reactants are: [NH2:1][C:2]1[CH:3]=[C:4]([CH:16]=[CH:17][CH:18]=1)[O:5][C:6]1[CH:11]=[CH:10][N:9]=[C:8]2[NH:12][C:13](=[O:15])[NH:14][C:7]=12.[C:19]1([CH2:25][C:26](Cl)=[O:27])[CH:24]=[CH:23][CH:22]=[CH:21][CH:20]=1. (3) Given the product [F:32][C:3]([F:2])([F:31])[C:4]1[N:9]=[CH:8][C:7]([N:10]2[CH2:15][CH2:14][CH2:13][C@H:12]([NH:16][C@@H:17]3[CH2:22][CH2:21][CH2:20][CH2:19][C@H:18]3[NH2:23])[CH2:11]2)=[CH:6][N:5]=1, predict the reactants needed to synthesize it. The reactants are: Cl.[F:2][C:3]([F:32])([F:31])[C:4]1[N:9]=[CH:8][C:7]([N:10]2[CH2:15][CH2:14][CH2:13][C@H:12]([NH:16][C@@H:17]3[CH2:22][CH2:21][CH2:20][CH2:19][C@H:18]3[NH:23]C(=O)OC(C)(C)C)[CH2:11]2)=[CH:6][N:5]=1. (4) Given the product [F:32][C:33]([F:49])([F:50])[C:34]1[CH:35]=[C:36]([CH:46]=[CH:47][CH:48]=1)[O:37][C:38]1[CH:39]=[CH:40][C:41]([CH2:42][NH:43][C:4](=[O:6])[C:3]2[CH:7]=[CH:8][CH:9]=[N:10][C:2]=2[NH2:1])=[CH:44][CH:45]=1, predict the reactants needed to synthesize it. The reactants are: [NH2:1][C:2]1[N:10]=[CH:9][CH:8]=[CH:7][C:3]=1[C:4]([OH:6])=O.ON1C2C=CC=CC=2N=N1.CCN=C=NCCCN(C)C.[F:32][C:33]([F:50])([F:49])[C:34]1[CH:35]=[C:36]([CH:46]=[CH:47][CH:48]=1)[O:37][C:38]1[CH:45]=[CH:44][C:41]([CH2:42][NH2:43])=[CH:40][CH:39]=1.C(=O)(O)[O-].[Na+]. (5) Given the product [Cl:15][C:16]1[C:25]2[C:20](=[CH:21][CH:22]=[CH:23][CH:24]=2)[C:19]([N:26]2[C:6](=[O:8])[CH:5]=[C:4]([C:11]([F:12])([F:13])[F:14])[N:3]([CH3:29])[C:27]2=[O:28])=[CH:18][CH:17]=1, predict the reactants needed to synthesize it. The reactants are: [H-].[Na+].[NH2:3]/[C:4](/[C:11]([F:14])([F:13])[F:12])=[CH:5]\[C:6]([O:8]CC)=O.[Cl:15][C:16]1[C:25]2[C:20](=[CH:21][CH:22]=[CH:23][CH:24]=2)[C:19]([N:26]=[C:27]=[O:28])=[CH:18][CH:17]=1.[CH3:29]I. (6) Given the product [CH3:1][C:2]1[CH:7]=[C:6]([CH3:8])[CH:5]=[C:1]([C:2]2[C:3]([OH:9])=[C:4]([CH3:4])[CH:5]=[C:6]([CH3:8])[CH:7]=2)[C:3]=1[OH:9], predict the reactants needed to synthesize it. The reactants are: [CH3:1][C:2]1[CH:7]=[C:6]([CH3:8])[CH:5]=[CH:4][C:3]=1[OH:9].[Se](=O)=O.